The task is: Predict the reaction yield, written as a fraction of the theoretical maximum amount of product (1.0 means a 100% yield; for example, 0.34 means a 34% yield).. This data is from Reaction yield outcomes from USPTO patents with 853,638 reactions. (1) The reactants are [CH3:1][N:2]([CH2:4][C:5]1([C:11]2[CH:16]=[CH:15][C:14]([OH:17])=[CH:13][CH:12]=2)[CH2:10][CH2:9][O:8][CH2:7][CH2:6]1)[CH3:3].Cl[CH2:19][CH2:20][CH2:21][N:22]([CH:24]([CH3:26])[CH3:25])[CH3:23].C([O-])([O-])=O.[K+].[K+]. The catalyst is CN(C=O)C. The product is [CH3:3][N:2]([CH2:4][C:5]1([C:11]2[CH:16]=[CH:15][C:14]([O:17][CH2:19][CH2:20][CH2:21][N:22]([CH:24]([CH3:26])[CH3:25])[CH3:23])=[CH:13][CH:12]=2)[CH2:6][CH2:7][O:8][CH2:9][CH2:10]1)[CH3:1]. The yield is 0.430. (2) The reactants are [C:1]([Cl:4])(=[O:3])C.CO.[OH:7][C:8]1[CH:15]=[CH:14][CH:13]=[CH:12][C:9]=1[C:10]#[N:11]. The catalyst is C1(C)C=CC=CC=1. The product is [ClH:4].[CH3:1][O:3][C:10](=[NH:11])[C:9]1[CH:12]=[CH:13][CH:14]=[CH:15][C:8]=1[OH:7]. The yield is 0.350. (3) The reactants are Cl[C:2]1[C:11]2[C:6](=[CH:7][C:8]([O:14][CH3:15])=[C:9]([O:12][CH3:13])[CH:10]=2)[N:5]=[CH:4][CH:3]=1.[C:16]([O:25][CH2:26][CH2:27][CH3:28])(=[O:24])[C:17]1[C:18](=[CH:20][CH:21]=[CH:22][CH:23]=1)[OH:19]. The catalyst is CN(C)C1C=CN=CC=1.ClC1C=CC=CC=1Cl. The product is [CH3:13][O:12][C:9]1[CH:10]=[C:11]2[C:6](=[CH:7][C:8]=1[O:14][CH3:15])[N:5]=[CH:4][CH:3]=[C:2]2[O:19][C:18]1[CH:20]=[CH:21][CH:22]=[CH:23][C:17]=1[C:16]([O:25][CH2:26][CH2:27][CH3:28])=[O:24]. The yield is 0.570. (4) The reactants are [C:1]([CH:5]1[CH2:10][CH2:9][CH:8]([O:11][C:12]2[CH:13]=[C:14]3[C:19](=[CH:20][CH:21]=2)[CH:18]=[C:17]([CH2:22][N:23]2[CH2:28][CH2:27][C:26]([CH2:32]C)([C:29]([OH:31])=[O:30])[CH2:25][CH2:24]2)[CH:16]=[CH:15]3)[CH2:7][CH2:6]1)([CH3:4])([CH3:3])[CH3:2].N1CCCC(C(O)=O)CC1.C(=O)([O-])[O-].CO.C(C1CCC(OC2C=C3C(=CC=2)C=C(C=O)C=C3)CC1)(C)(C)C.C(O)(=O)C. No catalyst specified. The product is [C:1]([CH:5]1[CH2:10][CH2:9][CH:8]([O:11][C:12]2[CH:13]=[C:14]3[C:19](=[CH:20][CH:21]=2)[CH:18]=[C:17]([CH2:22][N:23]2[CH2:24][CH2:25][CH2:32][CH:26]([C:29]([OH:31])=[O:30])[CH2:27][CH2:28]2)[CH:16]=[CH:15]3)[CH2:7][CH2:6]1)([CH3:3])([CH3:4])[CH3:2]. The yield is 0.240. (5) The yield is 0.780. The product is [Cl:24][C:14]1[CH:13]=[N:12][N:9]2[CH:10]=[CH:11][C:6]([NH:5][C:3](=[O:4])[C:2]([F:1])([F:15])[F:16])=[CH:7][C:8]=12. The catalyst is C(#N)C. The reactants are [F:1][C:2]([F:16])([F:15])[C:3]([NH:5][C:6]1[CH:11]=[CH:10][N:9]2[N:12]=[CH:13][CH:14]=[C:8]2[CH:7]=1)=[O:4].C1C(=O)N([Cl:24])C(=O)C1.